Dataset: Reaction yield outcomes from USPTO patents with 853,638 reactions. Task: Predict the reaction yield, written as a fraction of the theoretical maximum amount of product (1.0 means a 100% yield; for example, 0.34 means a 34% yield). (1) The reactants are [C:1](OC(=O)C)(=[O:3])[CH3:2].Cl.[CH3:9][O:10][C:11]1[CH:12]=[CH:13][C:14]2[CH2:15][C@H:16]3[NH:27][CH2:26][CH2:25][C@@:22]4([C:23]=2[CH:24]=1)[C@H:17]3[CH2:18][CH2:19][CH2:20][CH2:21]4.C(N(CC)CC)C. The catalyst is C1COCC1. The product is [CH3:9][O:10][C:11]1[CH:12]=[CH:13][C:14]2[CH2:15][C@H:16]3[N:27]([C:1](=[O:3])[CH3:2])[CH2:26][CH2:25][C@@:22]4([C:23]=2[CH:24]=1)[C@H:17]3[CH2:18][CH2:19][CH2:20][CH2:21]4. The yield is 0.810. (2) The reactants are C(O[C:6](=[O:18])[CH2:7][C:8]([CH2:12][O:13]C(C)(C)C)([OH:11])[CH2:9][F:10])(C)(C)C. The catalyst is FC(F)(F)C(O)=O. The product is [F:10][CH2:9][C:8]1([OH:11])[CH2:12][O:13][C:6](=[O:18])[CH2:7]1. The yield is 0.966. (3) The yield is 0.920. The reactants are [CH3:1][O:2][C:3]1[CH:4]=[C:5]([CH:18]=[CH:19][CH:20]=1)[O:6][CH2:7][C:8]1[N:9](C2CCCO2)[CH:10]=[CH:11][N:12]=1.C([O-])(O)=O.[Na+]. The catalyst is C1COCC1. The product is [CH3:1][O:2][C:3]1[CH:4]=[C:5]([CH:18]=[CH:19][CH:20]=1)[O:6][CH2:7][C:8]1[NH:12][CH:11]=[CH:10][N:9]=1. (4) The reactants are [Cl:1][C:2]1[CH:3]=[C:4]2[C:12](=[C:13]([NH:15][C:16]([CH:18]3[CH2:23][O:22][C:21]([CH3:25])([CH3:24])[CH2:20][N:19]3[CH2:26][CH:27]([NH2:31])[CH:28]([CH3:30])[CH3:29])=[O:17])[CH:14]=1)[NH:11][C:10]1[CH:9]=[N:8][CH:7]=[CH:6][C:5]2=1.[CH3:32][C:33]1[N:41]=[CH:40][CH:39]=[CH:38][C:34]=1[C:35](O)=[O:36].CCN=C=NCCCN(C)C. The catalyst is N1C=CC=CC=1.O.CCOC(C)=O. The product is [Cl:1][C:2]1[CH:3]=[C:4]2[C:12](=[C:13]([NH:15][C:16]([CH:18]3[CH2:23][O:22][C:21]([CH3:24])([CH3:25])[CH2:20][N:19]3[CH2:26][CH:27]([NH:31][C:35]([C:34]3[C:33]([CH3:32])=[N:41][CH:40]=[CH:39][CH:38]=3)=[O:36])[CH:28]([CH3:29])[CH3:30])=[O:17])[CH:14]=1)[NH:11][C:10]1[CH:9]=[N:8][CH:7]=[CH:6][C:5]2=1. The yield is 0.770. (5) The product is [C:1]([O:5][C:6]([CH2:8][O:9][C:10]1[CH:15]=[CH:14][C:13]([C:16]2[C:17]3[NH:21][C:20]([CH:22]=[C:23]4[N:46]=[C:26]([C:27]([CH:39]([CH2:43][CH2:44][P:49]([O:52][CH3:53])([O:50][CH3:51])=[O:48])[CH2:40][CH2:41][P:49]([O:52][CH3:53])([O:50][CH3:51])=[O:48])=[C:28]5[NH:38][C:31](=[CH:32][C:33]6[CH:34]=[CH:35][C:36]=2[N:37]=6)[CH:30]=[CH:29]5)[CH:25]=[CH:24]4)=[CH:19][CH:18]=3)=[CH:12][CH:11]=1)=[O:7])([CH3:4])([CH3:3])[CH3:2]. No catalyst specified. The yield is 0.650. The reactants are [C:1]([O:5][C:6]([CH2:8][O:9][C:10]1[CH:15]=[CH:14][C:13]([C:16]2[C:17]3[NH:21][C:20]([CH:22]=[C:23]4[N:46]=[C:26]([C:27]([CH:39]([CH2:43][CH2:44]Br)[CH2:40][CH2:41]Br)=[C:28]5[NH:38][C:31](=[CH:32][C:33]6[CH:34]=[CH:35][C:36]=2[N:37]=6)[CH:30]=[CH:29]5)[CH:25]=[CH:24]4)=[CH:19][CH:18]=3)=[CH:12][CH:11]=1)=[O:7])([CH3:4])([CH3:3])[CH3:2].C[O:48][P:49]([O:52][CH3:53])[O:50][CH3:51].